This data is from Reaction yield outcomes from USPTO patents with 853,638 reactions. The task is: Predict the reaction yield, written as a fraction of the theoretical maximum amount of product (1.0 means a 100% yield; for example, 0.34 means a 34% yield). (1) The reactants are Br[C:2]1[S:3][C:4]([C:7]([O:9][CH3:10])=[O:8])=[CH:5][N:6]=1.[NH2:11][CH2:12][CH2:13][N:14]1[CH2:19][CH2:18][NH:17][CH2:16][CH2:15]1.C(=O)([O-])[O-].[K+].[K+]. The catalyst is C(#N)C. The product is [CH3:10][O:9][C:7]([C:4]1[S:3][C:2]([N:17]2[CH2:18][CH2:19][N:14]([CH2:13][CH2:12][NH2:11])[CH2:15][CH2:16]2)=[N:6][CH:5]=1)=[O:8]. The yield is 0.652. (2) The reactants are [Cl:1][C:2]1[CH:3]=[C:4]([C:8](=O)[CH2:9][C:10]2[CH:15]=[CH:14][CH:13]=[CH:12][CH:11]=2)[CH:5]=[CH:6][CH:7]=1.[CH2:17]([O:19][C:20]1[CH:21]=[C:22]([CH:25]=[C:26]([N+:29]([O-:31])=[O:30])[C:27]=1[OH:28])[CH:23]=O)[CH3:18].[NH2:32][C:33]([NH2:35])=[O:34].Cl. The catalyst is CCO.CO.CCOC(C)=O. The product is [Cl:1][C:2]1[CH:3]=[C:4]([C:8]2[NH:35][C:33](=[O:34])[NH:32][CH:23]([C:22]3[CH:25]=[C:26]([N+:29]([O-:31])=[O:30])[C:27]([OH:28])=[C:20]([O:19][CH2:17][CH3:18])[CH:21]=3)[C:9]=2[C:10]2[CH:15]=[CH:14][CH:13]=[CH:12][CH:11]=2)[CH:5]=[CH:6][CH:7]=1. The yield is 0.0860. (3) The reactants are [NH2:1][CH2:2][CH2:3][NH:4][C:5]([CH:7]1[CH2:12][CH2:11][N:10]([C:13]2[C:18]([Cl:19])=[CH:17][N:16]=[CH:15][C:14]=2[Cl:20])[CH2:9][CH2:8]1)=[O:6].[CH:21](=O)[C:22]1[CH:27]=[CH:26][CH:25]=[CH:24][CH:23]=1.C([BH3-])#N.[Na+]. The catalyst is CO. The product is [CH2:21]([NH:1][CH2:2][CH2:3][NH:4][C:5]([CH:7]1[CH2:8][CH2:9][N:10]([C:13]2[C:14]([Cl:20])=[CH:15][N:16]=[CH:17][C:18]=2[Cl:19])[CH2:11][CH2:12]1)=[O:6])[C:22]1[CH:27]=[CH:26][CH:25]=[CH:24][CH:23]=1. The yield is 0.300.